Dataset: Forward reaction prediction with 1.9M reactions from USPTO patents (1976-2016). Task: Predict the product of the given reaction. (1) Given the reactants C(OC([NH:8][CH2:9][CH2:10][CH2:11][N:12]1[C:16]2[CH:17]=[CH:18][C:19]([C:21]([OH:23])=O)=[CH:20][C:15]=2[N:14]=[C:13]1[CH2:24][CH3:25])=O)(C)(C)C.[NH2:26][C:27]1[N:28]=[N:29][C:30]([C:33]2[O:34][CH:35]=[CH:36][CH:37]=2)=[CH:31][CH:32]=1, predict the reaction product. The product is: [O:34]1[CH:35]=[CH:36][CH:37]=[C:33]1[C:30]1[N:29]=[N:28][C:27]([NH:26][C:21]([C:19]2[CH:18]=[CH:17][C:16]3[N:12]([CH2:11][CH2:10][CH2:9][NH2:8])[C:13]([CH2:24][CH3:25])=[N:14][C:15]=3[CH:20]=2)=[O:23])=[CH:32][CH:31]=1. (2) Given the reactants [F:1][C:2]1[CH:10]=[CH:9][C:8]2[N:7]([C:11]3[CH:16]=[CH:15][C:14]([O:17]CC4C=CC=CC=4)=[C:13]([F:25])[CH:12]=3)[N:6]=[CH:5][C:4]=2[C:3]=1[OH:26], predict the reaction product. The product is: [F:1][C:2]1[CH:10]=[CH:9][C:8]2[N:7]([C:11]3[CH:16]=[CH:15][C:14]([OH:17])=[C:13]([F:25])[CH:12]=3)[N:6]=[CH:5][C:4]=2[C:3]=1[OH:26]. (3) Given the reactants F[C:2]1[CH:7]=[CH:6][C:5]([N+:8]([O-:10])=[O:9])=[CH:4][CH:3]=1.[CH3:11][N:12]1[CH2:17][CH2:16][NH:15][CH2:14][CH2:13]1.C([O-])([O-])=O.[K+].[K+], predict the reaction product. The product is: [CH3:11][N:12]1[CH2:17][CH2:16][N:15]([C:2]2[CH:7]=[CH:6][C:5]([N+:8]([O-:10])=[O:9])=[CH:4][CH:3]=2)[CH2:14][CH2:13]1. (4) Given the reactants [F:1][C:2]1[CH:7]=[CH:6][CH:5]=[CH:4][C:3]=1[CH:8]=[CH:9][C:10]([NH:12][C@H:13]([C:16]([O:18]C)=[O:17])[CH2:14][OH:15])=[O:11].[OH-].[Na+], predict the reaction product. The product is: [F:1][C:2]1[CH:7]=[CH:6][CH:5]=[CH:4][C:3]=1[CH:8]=[CH:9][C:10]([NH:12][C@H:13]([C:16]([OH:18])=[O:17])[CH2:14][OH:15])=[O:11].